This data is from Peptide-MHC class I binding affinity with 185,985 pairs from IEDB/IMGT. The task is: Regression. Given a peptide amino acid sequence and an MHC pseudo amino acid sequence, predict their binding affinity value. This is MHC class I binding data. (1) The peptide sequence is KRWIAVPTWR. The MHC is HLA-B27:05 with pseudo-sequence HLA-B27:05. The binding affinity (normalized) is 0.851. (2) The peptide sequence is VLYPFFLL. The MHC is H-2-Kb with pseudo-sequence H-2-Kb. The binding affinity (normalized) is 1.00. (3) The peptide sequence is LFIDRGSIK. The MHC is HLA-A11:01 with pseudo-sequence HLA-A11:01. The binding affinity (normalized) is 0.116. (4) The MHC is HLA-A02:01 with pseudo-sequence HLA-A02:01. The binding affinity (normalized) is 0.224. The peptide sequence is IEPSNEEKI.